This data is from Full USPTO retrosynthesis dataset with 1.9M reactions from patents (1976-2016). The task is: Predict the reactants needed to synthesize the given product. Given the product [CH3:32][S:29]([O:20][CH2:19][CH2:18][N:7]([C:6]([O:5][C:1]([CH3:4])([CH3:2])[CH3:3])=[O:21])[CH2:8][C:9]1[CH:10]=[CH:11][CH:12]=[C:13]2[C:17]=1[NH:16][CH:15]=[CH:14]2)(=[O:31])=[O:30], predict the reactants needed to synthesize it. The reactants are: [C:1]([O:5][C:6](=[O:21])[N:7]([CH2:18][CH2:19][OH:20])[CH2:8][C:9]1[CH:10]=[CH:11][CH:12]=[C:13]2[C:17]=1[NH:16][CH:15]=[CH:14]2)([CH3:4])([CH3:3])[CH3:2].C(N(CC)CC)C.[S:29](Cl)([CH3:32])(=[O:31])=[O:30].